Dataset: Catalyst prediction with 721,799 reactions and 888 catalyst types from USPTO. Task: Predict which catalyst facilitates the given reaction. (1) Reactant: C[O:2][C:3]([C:5]1[NH:6][C:7]2[C:12]([CH:13]=1)=[C:11]([O:14][CH2:15][C:16]([CH3:19])([CH3:18])[CH3:17])[CH:10]=[CH:9][CH:8]=2)=[O:4].[Li+].[OH-].O. Product: [CH3:17][C:16]([CH3:19])([CH3:18])[CH2:15][O:14][C:11]1[CH:10]=[CH:9][CH:8]=[C:7]2[C:12]=1[CH:13]=[C:5]([C:3]([OH:4])=[O:2])[NH:6]2. The catalyst class is: 1. (2) Reactant: [NH2:1][C:2]1[CH:7]=[CH:6][C:5]([C:8]2[N:9]([CH2:22][CH3:23])[C:10]3[C:15]([C:16]=2[C:17]#[N:18])=[CH:14][CH:13]=[C:12]([O:19][CH2:20][CH3:21])[CH:11]=3)=[CH:4][CH:3]=1.CCN(CC)CC.[CH:31]1([C:34](Cl)=[O:35])[CH2:33][CH2:32]1.O. Product: [C:17]([C:16]1[C:15]2[C:10](=[CH:11][C:12]([O:19][CH2:20][CH3:21])=[CH:13][CH:14]=2)[N:9]([CH2:22][CH3:23])[C:8]=1[C:5]1[CH:4]=[CH:3][C:2]([NH:1][C:34]([CH:31]2[CH2:33][CH2:32]2)=[O:35])=[CH:7][CH:6]=1)#[N:18]. The catalyst class is: 56. (3) Reactant: C(N(C(C)C)C(C)C)C.[F:10][C:11]1[CH:16]=[CH:15][CH:14]=[CH:13][C:12]=1[N:17]1[C:25]2[C:20](=[C:21]([N:26]3[CH2:33][CH:32]4[CH:28]([CH2:29][NH:30][CH2:31]4)[C:27]3=[O:34])[CH:22]=[CH:23][CH:24]=2)[CH:19]=[N:18]1.[CH3:35][C:36]1[O:40][N:39]=[C:38]([C:41](Cl)=[O:42])[CH:37]=1. Product: [F:10][C:11]1[CH:16]=[CH:15][CH:14]=[CH:13][C:12]=1[N:17]1[C:25]2[C:20](=[C:21]([N:26]3[CH2:33][C@@H:32]4[C@H:28]([CH2:29][N:30]([C:41]([C:38]5[CH:37]=[C:36]([CH3:35])[O:40][N:39]=5)=[O:42])[CH2:31]4)[C:27]3=[O:34])[CH:22]=[CH:23][CH:24]=2)[CH:19]=[N:18]1. The catalyst class is: 2. (4) Reactant: C([N:8]1[CH2:13][CH2:12][C:11]([C:20]([N:22]2[CH2:27][CH2:26][N:25]([CH3:28])[CH2:24][CH2:23]2)=[O:21])([C:14]2[CH:19]=[CH:18][CH:17]=[CH:16][CH:15]=2)[CH2:10][CH2:9]1)C1C=CC=CC=1.[H][H]. Product: [CH3:28][N:25]1[CH2:26][CH2:27][N:22]([C:20]([C:11]2([C:14]3[CH:19]=[CH:18][CH:17]=[CH:16][CH:15]=3)[CH2:10][CH2:9][NH:8][CH2:13][CH2:12]2)=[O:21])[CH2:23][CH2:24]1. The catalyst class is: 19. (5) Reactant: Cl.[F:2][CH:3]1[CH:8]([O:9][C:10]2[CH:15]=[CH:14][C:13]([N+:16]([O-:18])=[O:17])=[CH:12][CH:11]=2)[CH2:7][CH2:6][NH:5][CH2:4]1.C=O.[BH3-][C:22]#N.[Na+].C([O-])([O-])=O.[Na+].[Na+]. Product: [F:2][CH:3]1[CH:8]([O:9][C:10]2[CH:11]=[CH:12][C:13]([N+:16]([O-:18])=[O:17])=[CH:14][CH:15]=2)[CH2:7][CH2:6][N:5]([CH3:22])[CH2:4]1. The catalyst class is: 467. (6) Product: [CH3:57][N:2]([CH3:1])[CH2:3][CH2:4][N:5]([CH3:56])[CH2:6][C:7]([C@H:9]1[C@@H:13]2[C@@H:14]3[C@@:27]([CH3:30])([CH2:28][CH2:29][C@@:12]2([C:48](=[O:55])[NH:49][CH2:50][CH2:51][N:52]([CH3:53])[CH3:54])[CH2:11][CH2:10]1)[C@@:26]1([CH3:31])[C@@H:17]([C@:18]2([CH3:47])[C@@H:23]([CH2:24][CH2:25]1)[C:22]([CH3:33])([CH3:32])[C:21]([C:34]1[CH:46]=[CH:45][C:37]([C:38]([OH:40])=[O:39])=[CH:36][CH:35]=1)=[CH:20][CH2:19]2)[CH2:16][CH2:15]3)=[CH2:8]. The catalyst class is: 2. Reactant: [CH3:1][N:2]([CH3:57])[CH2:3][CH2:4][N:5]([CH3:56])[CH2:6][C:7]([C@H:9]1[C@@H:13]2[C@@H:14]3[C@@:27]([CH3:30])([CH2:28][CH2:29][C@@:12]2([C:48](=[O:55])[NH:49][CH2:50][CH2:51][N:52]([CH3:54])[CH3:53])[CH2:11][CH2:10]1)[C@@:26]1([CH3:31])[C@@H:17]([C@:18]2([CH3:47])[C@@H:23]([CH2:24][CH2:25]1)[C:22]([CH3:33])([CH3:32])[C:21]([C:34]1[CH:46]=[CH:45][C:37]([C:38]([O:40]C(C)(C)C)=[O:39])=[CH:36][CH:35]=1)=[CH:20][CH2:19]2)[CH2:16][CH2:15]3)=[CH2:8].C(O)(C(F)(F)F)=O.